From a dataset of Forward reaction prediction with 1.9M reactions from USPTO patents (1976-2016). Predict the product of the given reaction. (1) Given the reactants [F:1][C:2]1[CH:3]=[C:4]([C:9]2([O:17][CH3:18])[CH2:13][CH2:12][N:11]([CH2:14][CH2:15][CH3:16])[CH2:10]2)[CH:5]=[CH:6][C:7]=1[F:8].ClC1C=C(C=CC=1)C(OO)=[O:24], predict the reaction product. The product is: [F:1][C:2]1[CH:3]=[C:4]([C:9]2([O:17][CH3:18])[CH2:13][CH2:12][N+:11]([O-:24])([CH2:14][CH2:15][CH3:16])[CH2:10]2)[CH:5]=[CH:6][C:7]=1[F:8]. (2) Given the reactants [OH:1][C:2]1[N:7]=[CH:6][C:5]([NH:8][C:9](=[O:20])[C:10]2[CH:15]=[CH:14][C:13]([C:16]([F:19])([F:18])[F:17])=[CH:12][CH:11]=2)=[CH:4][CH:3]=1.[CH3:21][N:22]([C:26]1[CH:31]=[CH:30][CH:29]=[CH:28][CH:27]=1)[C:23](Cl)=[O:24].N12CCN(CC1)CC2, predict the reaction product. The product is: [F:18][C:16]([F:19])([F:17])[C:13]1[CH:12]=[CH:11][C:10]([C:9]([NH:8][C:5]2[CH:4]=[CH:3][C:2]([O:1][C:23](=[O:24])[N:22]([CH3:21])[C:26]3[CH:31]=[CH:30][CH:29]=[CH:28][CH:27]=3)=[N:7][CH:6]=2)=[O:20])=[CH:15][CH:14]=1. (3) Given the reactants [Cl:1][C:2]1[N:3]=[C:4](Cl)[C:5]2[CH2:11][O:10][CH2:9][CH:8]([C:12]3[CH:17]=[CH:16][CH:15]=[CH:14][CH:13]=3)[C:6]=2[N:7]=1.[CH3:19][NH:20][CH3:21], predict the reaction product. The product is: [Cl:1][C:2]1[N:3]=[C:4]([N:20]([CH3:21])[CH3:19])[C:5]2[CH2:11][O:10][CH2:9][CH:8]([C:12]3[CH:17]=[CH:16][CH:15]=[CH:14][CH:13]=3)[C:6]=2[N:7]=1. (4) Given the reactants [CH2:1]([Mg]Br)[CH2:2][CH2:3][CH2:4][CH2:5][CH2:6][CH2:7][CH2:8][CH2:9][CH2:10][CH2:11][CH3:12].C([O:17][CH2:18][CH3:19])C.[BH4-].[Na+], predict the reaction product. The product is: [CH3:12][CH2:11][CH2:10][CH2:9][CH2:8][CH2:7][CH2:6][CH2:5][CH2:4][CH2:3][CH2:2][CH2:1][CH:18]([OH:17])[CH2:19][CH2:12][CH2:11][CH2:10][CH2:9][CH2:8][CH2:7]/[CH:6]=[CH:5]\[CH2:4]/[CH:3]=[CH:2]\[CH2:1][CH2:1][CH2:2][CH2:3][CH3:4]. (5) Given the reactants [CH2:1]([O:5][C:6]1[N:14]=[C:13]2[C:9]([N:10]=[C:11]([O:23]C)[N:12]2[CH2:15][CH2:16][CH:17]2[CH2:22][CH2:21][NH:20][CH2:19][CH2:18]2)=[C:8]([NH2:25])[N:7]=1)[CH2:2][CH2:3][CH3:4].Br[CH2:27][CH2:28][OH:29], predict the reaction product. The product is: [NH2:25][C:8]1[N:7]=[C:6]([O:5][CH2:1][CH2:2][CH2:3][CH3:4])[N:14]=[C:13]2[C:9]=1[NH:10][C:11](=[O:23])[N:12]2[CH2:15][CH2:16][CH:17]1[CH2:22][CH2:21][N:20]([CH2:27][CH2:28][OH:29])[CH2:19][CH2:18]1. (6) Given the reactants Cl[C:2]1[C:7]([C:8]([NH:10][C@H:11]([C:13]2[CH:25]=[CH:24][C:16]([C:17]([O:19]C(C)(C)C)=[O:18])=[CH:15][CH:14]=2)[CH3:12])=[O:9])=[CH:6][C:5]([Cl:26])=[CH:4][N:3]=1.[F:27][C:28]1[CH:33]=[CH:32][C:31]([OH:34])=[CH:30][C:29]=1[CH3:35], predict the reaction product. The product is: [Cl:26][C:5]1[CH:6]=[C:7]([C:8]([NH:10][C@H:11]([C:13]2[CH:14]=[CH:15][C:16]([C:17]([OH:19])=[O:18])=[CH:24][CH:25]=2)[CH3:12])=[O:9])[C:2]([O:34][C:31]2[CH:32]=[CH:33][C:28]([F:27])=[C:29]([CH3:35])[CH:30]=2)=[N:3][CH:4]=1. (7) Given the reactants [CH:1]1([CH:4]([C:10]2[CH:15]=[CH:14][CH:13]=[C:12]([O:16][CH2:17][C:18]3[CH:23]=[C:22]([O:24][CH2:25][CH:26]([CH3:28])[CH3:27])[C:21]([C:29]4[CH:34]=[C:33]([O:35][CH3:36])[CH:32]=[CH:31][C:30]=4[F:37])=[CH:20][N:19]=3)[CH:11]=2)[CH2:5][C:6]([O:8]C)=[O:7])[CH2:3][CH2:2]1.[OH-].[Na+].Cl, predict the reaction product. The product is: [CH:1]1([CH:4]([C:10]2[CH:15]=[CH:14][CH:13]=[C:12]([O:16][CH2:17][C:18]3[CH:23]=[C:22]([O:24][CH2:25][CH:26]([CH3:28])[CH3:27])[C:21]([C:29]4[CH:34]=[C:33]([O:35][CH3:36])[CH:32]=[CH:31][C:30]=4[F:37])=[CH:20][N:19]=3)[CH:11]=2)[CH2:5][C:6]([OH:8])=[O:7])[CH2:2][CH2:3]1. (8) Given the reactants [Br:1][C:2]1[CH:3]=[CH:4][C:5]([O:15][CH2:16][C:17]2[CH:22]=[CH:21][C:20]([F:23])=[CH:19][CH:18]=2)=[C:6]([C:8](=O)[CH2:9][CH2:10][C:11](=O)[CH3:12])[CH:7]=1.[CH3:24][O:25][C:26](=[O:38])[C:27]1[CH:32]=[C:31]([NH2:33])[CH:30]=[CH:29][C:28]=1[O:34][CH:35]([F:37])[F:36].CC1C=CC(S(O)(=O)=O)=CC=1, predict the reaction product. The product is: [CH3:24][O:25][C:26](=[O:38])[C:27]1[C:28]([O:34][CH:35]([F:36])[F:37])=[CH:29][CH:30]=[C:31]([N:33]2[C:11]([CH3:12])=[CH:10][CH:9]=[C:8]2[C:6]2[CH:7]=[C:2]([Br:1])[CH:3]=[CH:4][C:5]=2[O:15][CH2:16][C:17]2[CH:22]=[CH:21][C:20]([F:23])=[CH:19][CH:18]=2)[CH:32]=1.